This data is from Peptide-MHC class II binding affinity with 134,281 pairs from IEDB. The task is: Regression. Given a peptide amino acid sequence and an MHC pseudo amino acid sequence, predict their binding affinity value. This is MHC class II binding data. The peptide sequence is WNRQLYPEWTEAQRLD. The MHC is DRB4_0101 with pseudo-sequence DRB4_0103. The binding affinity (normalized) is 0.523.